From a dataset of Reaction yield outcomes from USPTO patents with 853,638 reactions. Predict the reaction yield, written as a fraction of the theoretical maximum amount of product (1.0 means a 100% yield; for example, 0.34 means a 34% yield). (1) The reactants are [Br:1][C:2]1[CH:3]=[C:4]([CH2:10][NH2:11])[CH:5]=[C:6]([O:8][CH3:9])[CH:7]=1.[Cl:12][C:13]1[N:18]=[C:17](Cl)[C:16]([Cl:20])=[CH:15][N:14]=1.C(=O)([O-])[O-].[K+].[K+]. The catalyst is CN(C)C=O. The product is [Br:1][C:2]1[CH:3]=[C:4]([CH:5]=[C:6]([O:8][CH3:9])[CH:7]=1)[CH2:10][NH:11][C:15]1[C:16]([Cl:20])=[CH:17][N:18]=[C:13]([Cl:12])[N:14]=1. The yield is 0.870. (2) The reactants are [NH:1]1[C:5]2[CH:6]=[CH:7][CH:8]=[CH:9][C:4]=2[N:3]=[C:2]1[CH2:10][N:11]([CH2:22][CH2:23][C:24]1[CH:29]=[CH:28][CH:27]=[CH:26][CH:25]=1)[CH:12]1[C:21]2[N:20]=[CH:19][CH:18]=[CH:17][C:16]=2[CH2:15][CH2:14][CH2:13]1.Br[CH2:31][CH2:32][CH2:33][C:34]#[N:35].CN(CC1N(CC2C=NC=CC=2)C2C=CC=CC=2N=1)C1C2N=CC=CC=2CCC1. No catalyst specified. The product is [C:24]1([CH2:23][CH2:22][N:11]([CH2:10][C:2]2[N:3]([CH2:31][CH2:32][CH2:33][C:34]#[N:35])[C:4]3[CH:9]=[CH:8][CH:7]=[CH:6][C:5]=3[N:1]=2)[CH:12]2[C:21]3[N:20]=[CH:19][CH:18]=[CH:17][C:16]=3[CH2:15][CH2:14][CH2:13]2)[CH:29]=[CH:28][CH:27]=[CH:26][CH:25]=1. The yield is 0.830.